Dataset: Peptide-MHC class II binding affinity with 134,281 pairs from IEDB. Task: Regression. Given a peptide amino acid sequence and an MHC pseudo amino acid sequence, predict their binding affinity value. This is MHC class II binding data. (1) The peptide sequence is AFKVAATAHNAAPAN. The MHC is DRB1_0701 with pseudo-sequence DRB1_0701. The binding affinity (normalized) is 0.373. (2) The peptide sequence is YTPIGDNKALISK. The MHC is HLA-DQA10101-DQB10501 with pseudo-sequence HLA-DQA10101-DQB10501. The binding affinity (normalized) is 0.0490. (3) The peptide sequence is LSEMKEAFHGLDVKF. The MHC is DRB5_0101 with pseudo-sequence DRB5_0101. The binding affinity (normalized) is 0.566.